This data is from Reaction yield outcomes from USPTO patents with 853,638 reactions. The task is: Predict the reaction yield, written as a fraction of the theoretical maximum amount of product (1.0 means a 100% yield; for example, 0.34 means a 34% yield). (1) The catalyst is CN(C=O)C.CC(N(C)C)=O. The reactants are [F:1][C:2]1[N:12]=[CH:11][C:5]2[NH:6][C:7](=O)[N:8]=[CH:9][C:4]=2[CH:3]=1.S(Cl)(Cl)=O.[F:17][C:18]1[CH:19]=[C:20]([CH:32]=[CH:33][CH:34]=1)[CH2:21][N:22]1[C:30]2[C:25](=[CH:26][C:27]([NH2:31])=[CH:28][CH:29]=2)[CH:24]=[N:23]1. The yield is 0.800. The product is [F:1][C:2]1[N:12]=[CH:11][C:5]2[N:6]=[CH:7][N:8]=[C:9]([NH:31][C:27]3[CH:26]=[C:25]4[C:30](=[CH:29][CH:28]=3)[N:22]([CH2:21][C:20]3[CH:32]=[CH:33][CH:34]=[C:18]([F:17])[CH:19]=3)[N:23]=[CH:24]4)[C:4]=2[CH:3]=1. (2) The reactants are Cl.CN(C)CCCN=C=NCC.CN1CCOCC1.O.ON1C2C=CC=CC=2N=N1.[F:31][C:32]([F:42])([F:41])[C:33]1[CH:34]=[CH:35][C:36]([NH:39][NH2:40])=[N:37][CH:38]=1.[Cl:43][C:44]1[CH:52]=[CH:51][CH:50]=[C:49]([F:53])[C:45]=1[C:46](O)=[O:47]. The catalyst is ClCCl.C(#N)C. The product is [F:42][C:32]([F:31])([F:41])[C:33]1[CH:34]=[CH:35][C:36]([N:39]([C:46](=[O:47])[C:45]2[C:49]([F:53])=[CH:50][CH:51]=[CH:52][C:44]=2[Cl:43])[NH2:40])=[N:37][CH:38]=1. The yield is 0.280. (3) The reactants are [OH:1][CH:2]([CH3:12])[CH2:3][NH:4][C:5](=[O:11])[O:6][C:7]([CH3:10])([CH3:9])[CH3:8].CCN(CC)CC.[CH3:20][S:21](Cl)(=[O:23])=[O:22]. The catalyst is C(Cl)Cl. The product is [CH3:20][S:21]([O:1][CH:2]([CH3:12])[CH2:3][NH:4][C:5]([O:6][C:7]([CH3:8])([CH3:10])[CH3:9])=[O:11])(=[O:23])=[O:22]. The yield is 0.940. (4) The reactants are [Cl:1][C:2]1[C:3]([O:12][C:13]2[CH:18]=[C:17]([O:19][CH2:20][CH2:21][CH2:22][O:23][CH3:24])[CH:16]=[CH:15][C:14]=2/[CH:25]=[CH:26]/[C:27]([OH:29])=O)=[N:4][CH:5]=[C:6]([C:8]([F:11])([F:10])[F:9])[CH:7]=1.Cl.C(N=C=NCCCN(C)C)C.[CH2:42]([S:47]([NH2:50])(=[O:49])=[O:48])[CH2:43][CH2:44][CH2:45][CH3:46].Cl. The catalyst is C(#N)C.CN(C)C1C=CN=CC=1.C(OCC)(=O)C. The product is [Cl:1][C:2]1[C:3]([O:12][C:13]2[CH:18]=[C:17]([O:19][CH2:20][CH2:21][CH2:22][O:23][CH3:24])[CH:16]=[CH:15][C:14]=2/[CH:25]=[CH:26]/[C:27]([NH:50][S:47]([CH2:42][CH2:43][CH2:44][CH2:45][CH3:46])(=[O:49])=[O:48])=[O:29])=[N:4][CH:5]=[C:6]([C:8]([F:9])([F:11])[F:10])[CH:7]=1. The yield is 0.260. (5) The reactants are [NH2:1][CH2:2][CH:3]([CH:18]1[C:26]2[C:21](=[CH:22][C:23]([Cl:27])=[CH:24][CH:25]=2)[NH:20][C:19]1=[O:28])[CH2:4][C:5]([CH3:17])([CH3:16])[CH2:6][CH2:7][O:8][Si:9]([C:12]([CH3:15])([CH3:14])[CH3:13])([CH3:11])[CH3:10].[Cl:29][C:30]1[C:31]([F:38])=[C:32]([CH:35]=[CH:36][CH:37]=1)[CH:33]=O.O.C1(C)C=CC(S(O)(=O)=O)=CC=1. The catalyst is C1(C)C=CC=CC=1. The product is [C:12]([Si:9]([CH3:11])([CH3:10])[O:8][CH2:7][CH2:6][C:5]([CH3:17])([CH3:16])[CH2:4][CH:3]1[CH2:2][NH:1][CH:33]([C:32]2[CH:35]=[CH:36][CH:37]=[C:30]([Cl:29])[C:31]=2[F:38])[C:18]21[C:26]1[C:21](=[CH:22][C:23]([Cl:27])=[CH:24][CH:25]=1)[NH:20][C:19]2=[O:28])([CH3:13])([CH3:14])[CH3:15]. The yield is 0.0600. (6) The reactants are [Cl:1][C:2]1[C:7]2[CH:8]=[C:9]([C:11]([O:13][CH2:14][CH3:15])=[O:12])[NH:10][C:6]=2[C:5](=[O:16])[N:4]([CH3:17])[N:3]=1.[H-].[Na+].Cl[CH2:21][O:22][CH2:23][CH2:24][Si:25]([CH3:28])([CH3:27])[CH3:26]. The catalyst is CN(C)C=O. The product is [Cl:1][C:2]1[C:7]2[CH:8]=[C:9]([C:11]([O:13][CH2:14][CH3:15])=[O:12])[N:10]([CH2:21][O:22][CH2:23][CH2:24][Si:25]([CH3:28])([CH3:27])[CH3:26])[C:6]=2[C:5](=[O:16])[N:4]([CH3:17])[N:3]=1. The yield is 0.810.